This data is from Reaction yield outcomes from USPTO patents with 853,638 reactions. The task is: Predict the reaction yield, written as a fraction of the theoretical maximum amount of product (1.0 means a 100% yield; for example, 0.34 means a 34% yield). (1) The catalyst is CN(C1C=CN=CC=1)C.CN(C=O)C.O. The yield is 0.320. The reactants are C1C=CC2N(O)N=NC=2C=1.[O:11]=[C:12]([N:17]1[CH2:22][CH2:21][N:20]([C:23](=[O:34])[C:24]2[CH:29]=[CH:28][CH:27]=[CH:26][C:25]=2[C:30]([F:33])([F:32])[F:31])[CH2:19][CH2:18]1)[CH2:13][C:14](O)=[O:15].CCN=C=NCCCN(C)C.Cl.[NH2:47][C:48]1[CH:49]=[CH:50][C:51]2[O:55][C:54](=[O:56])[NH:53][C:52]=2[CH:57]=1. The product is [O:11]=[C:12]([N:17]1[CH2:18][CH2:19][N:20]([C:23](=[O:34])[C:24]2[CH:29]=[CH:28][CH:27]=[CH:26][C:25]=2[C:30]([F:33])([F:32])[F:31])[CH2:21][CH2:22]1)[CH2:13][C:14]([NH:47][C:48]1[CH:49]=[CH:50][C:51]2[O:55][C:54](=[O:56])[NH:53][C:52]=2[CH:57]=1)=[O:15]. (2) The reactants are [F:1][C:2]1[CH:3]=[C:4]2[C:8](=[CH:9][CH:10]=1)[NH:7][N:6]=[C:5]2[I:11].Br[CH2:13][CH:14]([OH:16])[CH3:15].[Si:17](Cl)([C:20]([CH3:23])([CH3:22])[CH3:21])([CH3:19])[CH3:18]. The catalyst is CN(C1C=CN=CC=1)C.C(Cl)Cl. The product is [O:16]([CH:14]([CH3:15])[CH2:13][N:7]1[C:8]2[C:4](=[CH:3][C:2]([F:1])=[CH:10][CH:9]=2)[C:5]([I:11])=[N:6]1)[Si:17]([C:20]([CH3:23])([CH3:22])[CH3:21])([CH3:19])[CH3:18]. The yield is 0.310. (3) The reactants are [CH3:1][O:2][C:3]1[CH:4]=[C:5]([CH:15]=[C:16]([O:21][CH3:22])[C:17]=1[CH:18]([CH3:20])[CH3:19])[CH2:6]P(=O)(OCC)OCC.[S:23]1[CH:27]=[CH:26][CH:25]=[C:24]1[CH:28]=O. No catalyst specified. The product is [CH3:22][O:21][C:16]1[CH:15]=[C:5]([CH:6]=[CH:28][C:24]2[S:23][CH:27]=[CH:26][CH:25]=2)[CH:4]=[C:3]([O:2][CH3:1])[C:17]=1[CH:18]([CH3:19])[CH3:20]. The yield is 0.780. (4) The reactants are [C:1](Cl)(=[O:7])[CH2:2][CH2:3][CH2:4][CH2:5][CH3:6].[F:9][C:10]([F:39])([F:38])[C:11]1[CH:37]=[CH:36][C:14]([CH2:15][O:16][C:17]2[CH:18]=[C:19]([CH:33]=[CH:34][CH:35]=2)[C:20]([NH:22][C:23]2[CH:28]=[CH:27][CH:26]=[CH:25][C:24]=2[S:29](=[O:32])(=[O:31])[NH2:30])=[O:21])=[CH:13][CH:12]=1. The catalyst is CN(C)C1C=CN=CC=1.O1CCCC1. The product is [F:39][C:10]([F:9])([F:38])[C:11]1[CH:12]=[CH:13][C:14]([CH2:15][O:16][C:17]2[CH:18]=[C:19]([CH:33]=[CH:34][CH:35]=2)[C:20]([NH:22][C:23]2[CH:28]=[CH:27][CH:26]=[CH:25][C:24]=2[S:29]([NH:30][C:1](=[O:7])[CH2:2][CH2:3][CH2:4][CH2:5][CH3:6])(=[O:31])=[O:32])=[O:21])=[CH:36][CH:37]=1. The yield is 0.800. (5) The reactants are [NH2:1][C:2]1[CH:7]=[CH:6][C:5]([CH2:8][CH2:9][NH2:10])=[CH:4][CH:3]=1.[C:11](O[C:11]([O:13][C:14]([CH3:17])([CH3:16])[CH3:15])=[O:12])([O:13][C:14]([CH3:17])([CH3:16])[CH3:15])=[O:12]. The catalyst is CO. The product is [C:14]([O:13][C:11](=[O:12])[NH:10][CH2:9][CH2:8][C:5]1[CH:6]=[CH:7][C:2]([NH2:1])=[CH:3][CH:4]=1)([CH3:17])([CH3:16])[CH3:15]. The yield is 0.510. (6) The reactants are [N+:1](/[CH:4]=[CH:5]/[C:6]1[CH:19]=[CH:18][C:9]([O:10][CH2:11][C:12]2[CH:17]=[CH:16][CH:15]=[CH:14][N:13]=2)=[CH:8][CH:7]=1)([O-:3])=[O:2].CS(C)=O.[BH4-].[Na+]. The catalyst is C(O)(=O)C. The product is [N+:1]([CH2:4][CH2:5][C:6]1[CH:19]=[CH:18][C:9]([O:10][CH2:11][C:12]2[CH:17]=[CH:16][CH:15]=[CH:14][N:13]=2)=[CH:8][CH:7]=1)([O-:3])=[O:2]. The yield is 0.200. (7) The reactants are [OH:1][CH2:2][CH2:3][CH2:4][C:5]1[CH:10]=[CH:9][C:8]([O:11][CH3:12])=[CH:7][C:6]=1[NH:13][C:14]1[C:15]([NH:24][S:25]([CH:28]2[CH2:33][CH2:32][N:31](C(OCC3C=CC=CC=3)=O)[CH2:30][CH2:29]2)(=[O:27])=[O:26])=[N:16][C:17]2[C:22]([N:23]=1)=[CH:21][CH:20]=[CH:19][CH:18]=2.[F:44][C:45]([F:50])([F:49])[C:46]([OH:48])=[O:47]. The catalyst is C(Cl)Cl. The product is [OH:48][C:46]([C:45]([F:50])([F:49])[F:44])=[O:47].[F:44][C:45]([F:50])([F:49])[C:46]([O:1][CH2:2][CH2:3][CH2:4][C:5]1[CH:10]=[CH:9][C:8]([O:11][CH3:12])=[CH:7][C:6]=1[NH:13][C:14]1[C:15]([NH:24][S:25]([CH:28]2[CH2:33][CH2:32][NH:31][CH2:30][CH2:29]2)(=[O:26])=[O:27])=[N:16][C:17]2[C:22](=[CH:21][CH:20]=[CH:19][CH:18]=2)[N:23]=1)=[O:47]. The yield is 1.00. (8) The reactants are Cl[C:2]1[N:7]2[N:8]=[C:9]([CH3:11])[CH:10]=[C:6]2[N:5]=[C:4]([NH:12][C:13](=[O:24])[C:14]2[CH:19]=[CH:18][C:17]([C:20]([OH:23])([CH3:22])[CH3:21])=[CH:16][CH:15]=2)[CH:3]=1.Cl.[CH3:26][S:27]([N:30]1[CH2:36][CH2:35][CH2:34][NH:33][CH2:32][CH2:31]1)(=[O:29])=[O:28].C(N(CC)C(C)C)(C)C. The catalyst is CN(C=O)C.CS(C)=O.CO. The product is [OH:23][C:20]([C:17]1[CH:18]=[CH:19][C:14]([C:13]([NH:12][C:4]2[CH:3]=[C:2]([N:33]3[CH2:34][CH2:35][CH2:36][N:30]([S:27]([CH3:26])(=[O:28])=[O:29])[CH2:31][CH2:32]3)[N:7]3[N:8]=[C:9]([CH3:11])[CH:10]=[C:6]3[N:5]=2)=[O:24])=[CH:15][CH:16]=1)([CH3:22])[CH3:21]. The yield is 0.760. (9) The reactants are [CH2:1]([C@@H:8]1[NH:13][CH2:12][CH2:11][N:10]([C:14]2[CH:19]=[CH:18][C:17]([O:20][CH:21]([F:23])[F:22])=[C:16]([O:24][CH:25]3[CH2:29][CH2:28][CH2:27][CH2:26]3)[CH:15]=2)[CH2:9]1)[C:2]1[CH:7]=[CH:6][CH:5]=[CH:4][CH:3]=1.[NH:30]1[CH:34]=[C:33]([CH2:35][C:36](O)=[O:37])[N:32]=[CH:31]1. The product is [CH2:1]([C@H:8]1[CH2:9][N:10]([C:14]2[CH:19]=[CH:18][C:17]([O:20][CH:21]([F:22])[F:23])=[C:16]([O:24][CH:25]3[CH2:29][CH2:28][CH2:27][CH2:26]3)[CH:15]=2)[CH2:11][CH2:12][N:13]1[C:36](=[O:37])[CH2:35][C:33]1[N:32]=[CH:31][NH:30][CH:34]=1)[C:2]1[CH:3]=[CH:4][CH:5]=[CH:6][CH:7]=1. The yield is 0.260. No catalyst specified. (10) The reactants are O1[C:5]2([CH2:10][CH2:9][CH:8]([C:11]3[CH:16]=[CH:15][C:14]([OH:17])=[CH:13][C:12]=3[OH:18])[CH2:7][CH2:6]2)[O:4]CC1.O.C1(C)C=CC(S([O-])(=O)=O)=CC=1.[NH+]1C=CC=CC=1. The catalyst is CC(C)=O. The product is [OH:18][C:12]1[CH:13]=[C:14]([OH:17])[CH:15]=[CH:16][C:11]=1[CH:8]1[CH2:7][CH2:6][C:5](=[O:4])[CH2:10][CH2:9]1. The yield is 1.00.